Predict the reactants needed to synthesize the given product. From a dataset of Full USPTO retrosynthesis dataset with 1.9M reactions from patents (1976-2016). (1) The reactants are: [Br:1][C:2]1[CH:3]=[C:4]2[C:9](=[CH:10][CH:11]=1)[N:8]=[CH:7][C:6]([C:12]([O:14]CC)=[O:13])=[C:5]2[OH:17].[OH-].[Na+]. Given the product [Br:1][C:2]1[CH:3]=[C:4]2[C:9](=[CH:10][CH:11]=1)[N:8]=[CH:7][C:6]([C:12]([OH:14])=[O:13])=[C:5]2[OH:17], predict the reactants needed to synthesize it. (2) Given the product [CH3:17][N:12]([CH:13]1[CH2:14][CH2:15][O:26][CH2:25]1)[S:9]([NH:8][C:6](=[O:7])[O:5][C:1]([CH3:2])([CH3:3])[CH3:4])(=[O:10])=[O:11], predict the reactants needed to synthesize it. The reactants are: [C:1]([O:5][C:6]([N-:8][S:9]([N:12]1[CH:17]=C[C:15](=[N+](C)C)[CH:14]=[CH:13]1)(=[O:11])=[O:10])=[O:7])([CH3:4])([CH3:3])[CH3:2].[Cl-].C[NH2+]C1CC[O:26][CH2:25]1.C(N(CC)CC)C. (3) Given the product [NH2:20][C:8]1[CH:7]=[C:6]([O:5][CH2:4][C:3]2[CH:23]=[C:24]([F:27])[CH:25]=[CH:26][C:2]=2[F:1])[CH:11]=[CH:10][C:9]=1[S:12][C:13]1[CH:18]=[CH:17][C:16]([OH:19])=[CH:15][CH:14]=1, predict the reactants needed to synthesize it. The reactants are: [F:1][C:2]1[CH:26]=[CH:25][C:24]([F:27])=[CH:23][C:3]=1[CH2:4][O:5][C:6]1[CH:11]=[CH:10][C:9]([S:12][C:13]2[CH:18]=[CH:17][C:16]([OH:19])=[CH:15][CH:14]=2)=[C:8]([N+:20]([O-])=O)[CH:7]=1.[NH4+].[Cl-]. (4) Given the product [Br:1][C:2]1[CH:7]=[N:6][CH:5]=[C:4]([O:8][CH2:16][CH3:17])[CH:3]=1, predict the reactants needed to synthesize it. The reactants are: [Br:1][C:2]1[CH:3]=[C:4]([OH:8])[CH:5]=[N:6][CH:7]=1.C([O-])([O-])=O.[K+].[K+].I[CH2:16][CH3:17].